From a dataset of Forward reaction prediction with 1.9M reactions from USPTO patents (1976-2016). Predict the product of the given reaction. (1) Given the reactants [C:1]([C:3]1[CH:22]=[CH:21][C:6]([O:7][CH:8]2[CH2:13][CH2:12][N:11](C(OC(C)(C)C)=O)[CH2:10][CH2:9]2)=[C:5]([F:23])[CH:4]=1)#[N:2].[ClH:24].CCOC(C)=O, predict the reaction product. The product is: [F:23][C:5]1[CH:4]=[C:3]([CH:22]=[CH:21][C:6]=1[O:7][CH:8]1[CH2:13][CH2:12][NH:11][CH2:10][CH2:9]1)[C:1]#[N:2].[ClH:24]. (2) Given the reactants C(Cl)(=O)C(Cl)=O.CS(C)=O.[OH:11][CH:12]1[CH2:17][CH2:16][N:15]([C:18]2([CH3:31])[CH2:23][CH2:22][N:21]([C:24]([O:26][C:27]([CH3:30])([CH3:29])[CH3:28])=[O:25])[CH2:20][CH2:19]2)[CH2:14][CH2:13]1.C(N(CC)CC)C, predict the reaction product. The product is: [CH3:31][C:18]1([N:15]2[CH2:14][CH2:13][C:12](=[O:11])[CH2:17][CH2:16]2)[CH2:19][CH2:20][N:21]([C:24]([O:26][C:27]([CH3:28])([CH3:29])[CH3:30])=[O:25])[CH2:22][CH2:23]1. (3) Given the reactants [Br:1][C:2]1[C:13]([O:14][CH3:15])=[CH:12][CH:11]=[CH:10][C:3]=1[C:4](N(OC)C)=[O:5].[CH3:16][Mg]Br.C(OCC)(=O)C.Cl, predict the reaction product. The product is: [Br:1][C:2]1[C:13]([O:14][CH3:15])=[CH:12][CH:11]=[CH:10][C:3]=1[C:4](=[O:5])[CH3:16]. (4) Given the reactants [Cl:1][C:2]1[CH:24]=[CH:23][C:5]([CH2:6][NH:7][C:8]([C:10]2[C:11](=[O:22])[C:12]3[S:19][C:18]([CH2:20]Cl)=[CH:17][C:13]=3[N:14]([CH3:16])[CH:15]=2)=[O:9])=[CH:4][CH:3]=1.[CH3:25][O:26][C:27]1[CH:32]=[CH:31][C:30]([CH:33]([OH:37])[CH2:34][NH:35][CH3:36])=[CH:29][CH:28]=1.C(N(C(C)C)CC)(C)C, predict the reaction product. The product is: [Cl:1][C:2]1[CH:24]=[CH:23][C:5]([CH2:6][NH:7][C:8]([C:10]2[C:11](=[O:22])[C:12]3[S:19][C:18]([CH2:20][N:35]([CH2:34][CH:33]([OH:37])[C:30]4[CH:31]=[CH:32][C:27]([O:26][CH3:25])=[CH:28][CH:29]=4)[CH3:36])=[CH:17][C:13]=3[N:14]([CH3:16])[CH:15]=2)=[O:9])=[CH:4][CH:3]=1. (5) Given the reactants Br[C:2]1[CH:11]=[CH:10][C:9]2[N:8]=[CH:7][C:6]3[N:12]([CH3:23])[C:13](=[O:22])[N:14]([C:15]4[C:16]([CH3:21])=[N:17][N:18]([CH3:20])[CH:19]=4)[C:5]=3[C:4]=2[CH:3]=1.[CH2:24]([O:26][C:27]1[N:32]=[CH:31][C:30](B(O)O)=[CH:29][N:28]=1)[CH3:25], predict the reaction product. The product is: [CH3:20][N:18]1[CH:19]=[C:15]([N:14]2[C:5]3[C:4]4[CH:3]=[C:2]([C:30]5[CH:29]=[N:28][C:27]([O:26][CH2:24][CH3:25])=[N:32][CH:31]=5)[CH:11]=[CH:10][C:9]=4[N:8]=[CH:7][C:6]=3[N:12]([CH3:23])[C:13]2=[O:22])[C:16]([CH3:21])=[N:17]1.